This data is from Forward reaction prediction with 1.9M reactions from USPTO patents (1976-2016). The task is: Predict the product of the given reaction. (1) Given the reactants [Br:1][C:2]1[CH:3]=[C:4]([CH:8]=[C:9]([F:11])[CH:10]=1)[C:5]([OH:7])=O.[CH3:12][NH:13][CH:14]1[CH2:18][N:17]([CH3:19])[CH2:16][CH2:15]1.CN(C(ON1N=NC2C=CC=CC1=2)=[N+](C)C)C.[B-](F)(F)(F)F, predict the reaction product. The product is: [Br:1][C:2]1[CH:3]=[C:4]([CH:8]=[C:9]([F:11])[CH:10]=1)[C:5]([N:13]([CH3:12])[CH:14]1[CH2:15][CH2:16][N:17]([CH3:19])[CH2:18]1)=[O:7]. (2) Given the reactants [Br:1][C:2]1[CH:10]=[C:9]2[C:5]([C:6](N)=[N:7][NH:8]2)=[C:4]([F:12])[CH:3]=1.O[PH2]=O.N(OCCC(C)C)=O, predict the reaction product. The product is: [Br:1][C:2]1[CH:10]=[C:9]2[C:5]([CH:6]=[N:7][NH:8]2)=[C:4]([F:12])[CH:3]=1.